This data is from Forward reaction prediction with 1.9M reactions from USPTO patents (1976-2016). The task is: Predict the product of the given reaction. (1) Given the reactants [N:1]1[CH:6]=[CH:5][C:4]([S:7][CH2:8][C:9]([OH:11])=O)=[CH:3][CH:2]=1.[NH2:12][C:13]1[C:22]2[N:23]=[C:24]([CH2:31][CH2:32][CH2:33][CH3:34])[N:25]([CH2:26][CH2:27][CH2:28][CH2:29][NH2:30])[C:21]=2[C:20]2[N:19]=[CH:18][CH:17]=[CH:16][C:15]=2[N:14]=1, predict the reaction product. The product is: [NH2:12][C:13]1[C:22]2[N:23]=[C:24]([CH2:31][CH2:32][CH2:33][CH3:34])[N:25]([CH2:26][CH2:27][CH2:28][CH2:29][NH:30][C:9](=[O:11])[CH2:8][S:7][C:4]3[CH:3]=[CH:2][N:1]=[CH:6][CH:5]=3)[C:21]=2[C:20]2[N:19]=[CH:18][CH:17]=[CH:16][C:15]=2[N:14]=1. (2) The product is: [O:19]1[CH2:20][CH2:21][O:22][CH:18]1[CH2:17][CH2:16][N:11]1[C:12]2[C:7](=[CH:6][CH:5]=[C:4]([F:3])[CH:13]=2)[N:8]=[CH:9][C:10]1=[O:14]. Given the reactants [H-].[Li+].[F:3][C:4]1[CH:13]=[C:12]2[C:7]([N:8]=[CH:9][C:10](=[O:14])[NH:11]2)=[CH:6][CH:5]=1.Br[CH2:16][CH2:17][CH:18]1[O:22][CH2:21][CH2:20][O:19]1.O, predict the reaction product. (3) Given the reactants [CH3:1][O:2][C:3]1[CH:4]=[C:5]2[C:10](=[CH:11][CH:12]=1)[C:9](=[O:13])O[CH2:7][CH2:6]2.[C:14]([O:18][C:19]([N:21]1[CH2:27][CH2:26][CH2:25][N:24]([C:28]2[CH:33]=[CH:32][C:31]([NH2:34])=[CH:30][C:29]=2[O:35][CH3:36])[CH2:23][CH2:22]1)=[O:20])([CH3:17])([CH3:16])[CH3:15], predict the reaction product. The product is: [C:14]([O:18][C:19]([N:21]1[CH2:27][CH2:26][CH2:25][N:24]([C:28]2[CH:33]=[CH:32][C:31]([N:34]3[CH2:7][CH2:6][C:5]4[C:10](=[CH:11][CH:12]=[C:3]([O:2][CH3:1])[CH:4]=4)[C:9]3=[O:13])=[CH:30][C:29]=2[O:35][CH3:36])[CH2:23][CH2:22]1)=[O:20])([CH3:17])([CH3:16])[CH3:15]. (4) Given the reactants [C:1]([C:3]1[CH:4]=[CH:5][C:6]([O:32]C)=[C:7]([S:9]([NH:12][CH2:13][CH2:14][C:15]2[CH:20]=[CH:19][C:18]([CH:21]([CH3:23])[CH3:22])=[CH:17][C:16]=2[NH:24][C:25](=[O:31])[C:26]([O:28]CC)=[O:27])(=[O:11])=[O:10])[CH:8]=1)#[N:2].[Cl-].[Li+].Cl, predict the reaction product. The product is: [C:1]([C:3]1[CH:4]=[CH:5][C:6]([OH:32])=[C:7]([S:9]([NH:12][CH2:13][CH2:14][C:15]2[CH:20]=[CH:19][C:18]([CH:21]([CH3:23])[CH3:22])=[CH:17][C:16]=2[NH:24][C:25](=[O:31])[C:26]([OH:28])=[O:27])(=[O:10])=[O:11])[CH:8]=1)#[N:2].